Dataset: HIV replication inhibition screening data with 41,000+ compounds from the AIDS Antiviral Screen. Task: Binary Classification. Given a drug SMILES string, predict its activity (active/inactive) in a high-throughput screening assay against a specified biological target. The molecule is CCOP(=O)(OCC)C(C#N)=Cc1ccccc1O. The result is 0 (inactive).